Dataset: Forward reaction prediction with 1.9M reactions from USPTO patents (1976-2016). Task: Predict the product of the given reaction. (1) Given the reactants Cl.[C:2]([C:6]1[N:11]=[CH:10][C:9]([C:12]2[N:13]([C:33]([N:35]3[CH2:40][CH2:39][N:38]([CH2:41][C:42](O)=[O:43])[CH2:37][CH2:36]3)=[O:34])[C@@:14]([C:26]3[CH:31]=[CH:30][C:29]([Cl:32])=[CH:28][CH:27]=3)([CH3:25])[C@@:15]([C:18]3[CH:23]=[CH:22][C:21]([Cl:24])=[CH:20][CH:19]=3)([CH3:17])[N:16]=2)=[C:8]([O:45][CH2:46][CH3:47])[CH:7]=1)([CH3:5])([CH3:4])[CH3:3].[CH3:48][O:49][C:50]1[C:55]([NH2:56])=[CH:54][CH:53]=[CH:52][N:51]=1, predict the reaction product. The product is: [C:2]([C:6]1[N:11]=[CH:10][C:9]([C:12]2[N:13]([C:33]([N:35]3[CH2:36][CH2:37][N:38]([CH2:41][C:42]([NH:56][C:55]4[C:50]([O:49][CH3:48])=[N:51][CH:52]=[CH:53][CH:54]=4)=[O:43])[CH2:39][CH2:40]3)=[O:34])[C@@:14]([C:26]3[CH:31]=[CH:30][C:29]([Cl:32])=[CH:28][CH:27]=3)([CH3:25])[C@@:15]([C:18]3[CH:19]=[CH:20][C:21]([Cl:24])=[CH:22][CH:23]=3)([CH3:17])[N:16]=2)=[C:8]([O:45][CH2:46][CH3:47])[CH:7]=1)([CH3:3])([CH3:4])[CH3:5]. (2) Given the reactants C([BH-](CC)CC)C.[Li+].[C:9]([O:11][C:12]1[CH:17]=[CH:16][C:15]([C:18]2[CH:23]=[CH:22][CH:21]=[CH:20][CH:19]=2)=[CH:14][CH:13]=1)#[CH:10].[I:24]I, predict the reaction product. The product is: [I:24]/[CH:10]=[CH:9]/[O:11][C:12]1[CH:17]=[CH:16][C:15]([C:18]2[CH:23]=[CH:22][CH:21]=[CH:20][CH:19]=2)=[CH:14][CH:13]=1. (3) Given the reactants [N:1]1[CH:6]=[CH:5][CH:4]=[CH:3][C:2]=1[C:7]1[S:11][C:10]([C:12]([O:14]C(C)(C)C)=[O:13])=[N:9][CH:8]=1.[C:19]([OH:25])([C:21]([F:24])([F:23])[F:22])=[O:20], predict the reaction product. The product is: [N:1]1[CH:6]=[CH:5][CH:4]=[CH:3][C:2]=1[C:7]1[S:11][C:10]([C:12]([OH:14])=[O:13])=[N:9][CH:8]=1.[C:19]([OH:25])([C:21]([F:24])([F:23])[F:22])=[O:20]. (4) Given the reactants [F:1][C:2]([F:35])([F:34])[C:3]1[N:8]=[CH:7][C:6]([CH2:9][NH:10][C:11]2[N:16]=[CH:15][C:14]([C:17]3[NH:25][C:24]4[C:23](=[O:26])[N:22]([CH:27]5[CH2:29][CH2:28]5)[C:21](=[O:30])[N:20]([CH2:31][CH2:32][CH3:33])[C:19]=4[N:18]=3)=[CH:13][CH:12]=2)=[CH:5][CH:4]=1.[C:36](Cl)(=[O:41])[C:37]([CH3:40])([CH3:39])[CH3:38], predict the reaction product. The product is: [CH:27]1([N:22]2[C:23](=[O:26])[C:24]3[NH:25][C:17]([C:14]4[CH:13]=[CH:12][C:11]([N:10]([CH2:9][C:6]5[CH:7]=[N:8][C:3]([C:2]([F:1])([F:34])[F:35])=[CH:4][CH:5]=5)[C:36](=[O:41])[C:37]([CH3:40])([CH3:39])[CH3:38])=[N:16][CH:15]=4)=[N:18][C:19]=3[N:20]([CH2:31][CH2:32][CH3:33])[C:21]2=[O:30])[CH2:28][CH2:29]1.